Dataset: Forward reaction prediction with 1.9M reactions from USPTO patents (1976-2016). Task: Predict the product of the given reaction. (1) Given the reactants I[C:2]1[C:10]2[C:5](=[CH:6][CH:7]=[C:8]([C:11]3[N:15]=[C:14]([NH2:16])[O:13][N:12]=3)[CH:9]=2)[N:4]([S:17]([C:20]2[CH:26]=[CH:25][C:23]([CH3:24])=[CH:22][CH:21]=2)(=[O:19])=[O:18])[CH:3]=1.[CH:27]([O:30][C:31]1[CH:36]=[CH:35][CH:34]=[C:33]([Sn](CCCC)(CCCC)CCCC)[N:32]=1)([CH3:29])[CH3:28], predict the reaction product. The product is: [CH:27]([O:30][C:31]1[N:32]=[C:33]([C:2]2[C:10]3[C:5](=[CH:6][CH:7]=[C:8]([C:11]4[N:15]=[C:14]([NH2:16])[O:13][N:12]=4)[CH:9]=3)[N:4]([S:17]([C:20]3[CH:21]=[CH:22][C:23]([CH3:24])=[CH:25][CH:26]=3)(=[O:19])=[O:18])[CH:3]=2)[CH:34]=[CH:35][CH:36]=1)([CH3:29])[CH3:28]. (2) Given the reactants CC1(C)C(C)(C)OB([C:9]2[CH:10]=[CH:11][C:12]([C:15]3[CH:16]=[N:17][C:18]([NH2:21])=[N:19][CH:20]=3)=[N:13][CH:14]=2)O1.Br[C:24]1[CH:29]=[CH:28][CH:27]=[CH:26][C:25]=1[O:30][CH3:31], predict the reaction product. The product is: [CH3:31][O:30][C:25]1[CH:26]=[CH:27][CH:28]=[CH:29][C:24]=1[C:9]1[CH:10]=[CH:11][C:12]([C:15]2[CH:20]=[N:19][C:18]([NH2:21])=[N:17][CH:16]=2)=[N:13][CH:14]=1. (3) Given the reactants [NH2:1][C:2]1[CH:7]=[CH:6][C:5]([Cl:8])=[CH:4][C:3]=1[C:9]([C:11]1[CH:16]=[CH:15][CH:14]=[CH:13][CH:12]=1)=[O:10].[CH3:17][S:18]([C:21]1[CH:26]=[CH:25][C:24]([S:27](Cl)(=[O:29])=[O:28])=[CH:23][CH:22]=1)(=[O:20])=[O:19], predict the reaction product. The product is: [C:9]([C:3]1[CH:4]=[C:5]([Cl:8])[CH:6]=[CH:7][C:2]=1[NH:1][S:27]([C:24]1[CH:23]=[CH:22][C:21]([S:18]([CH3:17])(=[O:20])=[O:19])=[CH:26][CH:25]=1)(=[O:29])=[O:28])(=[O:10])[C:11]1[CH:12]=[CH:13][CH:14]=[CH:15][CH:16]=1. (4) Given the reactants [CH3:1]N(C(ON1N=NC2C=CC=NC1=2)=[N+](C)C)C.F[P-](F)(F)(F)(F)F.[C:25]([O:29][C:30]([NH:32][C:33]1[S:37][C:36]([C:38]2[C:43]([F:44])=[CH:42][CH:41]=[CH:40][C:39]=2[F:45])=[N:35][C:34]=1[C:46](O)=[O:47])=[O:31])([CH3:28])([CH3:27])[CH3:26].C[N:50]1[CH:54]=[C:53]([NH2:55])[C:52]([N:56]2[CH2:62][CH2:61][CH:60]=[CH:59][CH2:58][CH2:57]2)=[N:51]1.CCN(C(C)C)C(C)C, predict the reaction product. The product is: [F:45][C:39]1[CH:40]=[CH:41][CH:42]=[C:43]([F:44])[C:38]=1[C:36]1[S:37][C:33]([NH:32][C:30](=[O:31])[O:29][C:25]([CH3:28])([CH3:27])[CH3:26])=[C:34]([C:46](=[O:47])[NH:55][C:53]2[CH:54]=[N:50][N:51]([CH3:1])[C:52]=2[N:56]2[CH2:62][CH2:61][CH:60]=[CH:59][CH2:58][CH2:57]2)[N:35]=1. (5) The product is: [C:7]([CH2:6][O:5][C:4]1[CH:10]=[C:11]([O:19][CH3:20])[C:12]([C:14]2[S:15][CH:16]=[CH:17][CH:18]=2)=[CH:13][C:3]=1/[CH:1]=[CH:22]/[C:21]([C:24]1[CH:32]=[CH:31][C:27]([C:28]([OH:30])=[O:29])=[CH:26][CH:25]=1)=[O:23])(=[O:8])[NH2:9]. Given the reactants [CH:1]([C:3]1[CH:13]=[C:12]([C:14]2[S:15][CH:16]=[CH:17][CH:18]=2)[C:11]([O:19][CH3:20])=[CH:10][C:4]=1[O:5][CH2:6][C:7]([NH2:9])=[O:8])=O.[C:21]([C:24]1[CH:32]=[CH:31][C:27]([C:28]([OH:30])=[O:29])=[CH:26][CH:25]=1)(=[O:23])[CH3:22], predict the reaction product. (6) Given the reactants [F:1][C:2]1[CH:3]=[C:4]2[C:8](=[CH:9][C:10]=1[F:11])[N:7]([CH2:12][C:13]([O:15]CC)=[O:14])[CH:6]=[CH:5]2.CC(C)C(N1C=CC(C(F)(F)F)=N1)C(OCC)=O, predict the reaction product. The product is: [F:1][C:2]1[CH:3]=[C:4]2[C:8](=[CH:9][C:10]=1[F:11])[N:7]([CH2:12][C:13]([OH:15])=[O:14])[CH:6]=[CH:5]2.